Dataset: Full USPTO retrosynthesis dataset with 1.9M reactions from patents (1976-2016). Task: Predict the reactants needed to synthesize the given product. (1) Given the product [Cl:1][C:2]1[CH:3]=[C:4]([C:8]2[N:9]=[C:10]([CH2:20][C:21]3[CH:26]=[CH:25][C:24]([CH2:27][C:28]([OH:30])=[O:29])=[CH:23][CH:22]=3)[C:11]3[S:17](=[O:19])(=[O:18])[CH2:16][CH2:15][CH2:14][C:12]=3[N:13]=2)[CH:5]=[CH:6][CH:7]=1, predict the reactants needed to synthesize it. The reactants are: [Cl:1][C:2]1[CH:3]=[C:4]([C:8]2[N:9]=[C:10]([CH2:20][C:21]3[CH:26]=[CH:25][C:24]([CH2:27][C:28]([O:30]C)=[O:29])=[CH:23][CH:22]=3)[C:11]3[S:17](=[O:19])(=[O:18])[CH2:16][CH2:15][CH2:14][C:12]=3[N:13]=2)[CH:5]=[CH:6][CH:7]=1.[OH-].[Li+]. (2) Given the product [ClH:25].[F:27][C:28]1[CH:29]=[C:30]([NH:31][C:13]2[N:14]=[CH:15][C:16]([C:17]([N:19]3[CH2:20][CH2:21][CH2:22][CH2:23][CH2:24]3)=[O:18])=[C:11]3[C:10]([CH3:26])=[CH:9][NH:8][C:12]=23)[CH:32]=[CH:33][CH:34]=1, predict the reactants needed to synthesize it. The reactants are: C(OC([N:8]1[C:12]2=[C:13]([Cl:25])[N:14]=[CH:15][C:16]([C:17]([N:19]3[CH2:24][CH2:23][CH2:22][CH2:21][CH2:20]3)=[O:18])=[C:11]2[C:10]([CH3:26])=[CH:9]1)=O)(C)(C)C.[F:27][C:28]1[CH:29]=[C:30]([CH:32]=[CH:33][CH:34]=1)[NH2:31].Cl. (3) Given the product [CH2:15]([C@H:10]1[CH2:9][NH:8][CH2:12][C@@H:11]1[CH2:13][N:30]([CH2:32][C:33]1[CH:42]=[CH:41][C:40]2[C:35](=[CH:36][CH:37]=[CH:38][CH:39]=2)[CH:34]=1)[C:27]1[CH:28]=[CH:29][C:24]([C:22]#[N:23])=[CH:25][CH:26]=1)[C:16]1[CH:17]=[CH:18][CH:19]=[CH:20][CH:21]=1, predict the reactants needed to synthesize it. The reactants are: C(OC([N:8]1[CH2:12][C@H:11]([CH:13]=O)[C@@H:10]([CH2:15][C:16]2[CH:21]=[CH:20][CH:19]=[CH:18][CH:17]=2)[CH2:9]1)=O)(C)(C)C.[C:22]([C:24]1[CH:29]=[CH:28][C:27]([NH2:30])=[CH:26][CH:25]=1)#[N:23].Br[CH2:32][C:33]1[CH:42]=[CH:41][C:40]2[C:35](=[CH:36][CH:37]=[CH:38][CH:39]=2)[CH:34]=1. (4) Given the product [Cl:10][C:4]1[N:5]=[CH:6][C:7]2[CH:8]=[N:12][NH:13][C:2]=2[CH:3]=1, predict the reactants needed to synthesize it. The reactants are: Cl[C:2]1[C:7]([CH:8]=O)=[CH:6][N:5]=[C:4]([Cl:10])[CH:3]=1.O.[NH2:12][NH2:13]. (5) Given the product [N:1]1([C:10]2[N:18]=[C:17]([NH:23][CH2:22][CH2:20][OH:21])[N:16]=[C:15]3[C:11]=2[N:12]=[CH:13][NH:14]3)[C:5]2[CH:6]=[CH:7][CH:8]=[CH:9][C:4]=2[N:3]=[CH:2]1, predict the reactants needed to synthesize it. The reactants are: [N:1]1([C:10]2[N:18]=[C:17](Cl)[N:16]=[C:15]3[C:11]=2[N:12]=[CH:13][NH:14]3)[C:5]2[CH:6]=[CH:7][CH:8]=[CH:9][C:4]=2[N:3]=[CH:2]1.[CH2:20]([CH2:22][NH2:23])[OH:21]. (6) Given the product [Cl:12][C:13]1[CH:14]=[C:15]2[C:20](=[CH:21][C:22]=1[Cl:23])[CH:19]=[N+:18]([O-:6])[CH:17]=[CH:16]2, predict the reactants needed to synthesize it. The reactants are: ClC1C=C(C=CC=1)C(OO)=[O:6].[Cl:12][C:13]1[CH:14]=[C:15]2[C:20](=[CH:21][C:22]=1[Cl:23])[CH:19]=[N:18][CH:17]=[CH:16]2. (7) Given the product [NH:18]([C:2]1[N:7]=[CH:6][N:5]=[C:4]2[N:8]([C:11]3[CH:16]=[CH:15][CH:14]=[CH:13][N:12]=3)[N:9]=[CH:10][C:3]=12)[NH2:19], predict the reactants needed to synthesize it. The reactants are: Cl[C:2]1[N:7]=[CH:6][N:5]=[C:4]2[N:8]([C:11]3[CH:16]=[CH:15][CH:14]=[CH:13][N:12]=3)[N:9]=[CH:10][C:3]=12.O.[NH2:18][NH2:19]. (8) Given the product [C:1]([NH:19][CH:20]([CH2:21][C:31]([OH:33])=[O:32])[C:22]([OH:24])=[O:23])(=[O:17])[CH2:2][CH2:3][CH2:4][CH2:5][CH2:6][CH2:7][CH2:8][CH2:9][CH2:10][CH2:11][CH2:12][CH2:13][CH2:14][CH2:15][CH3:16], predict the reactants needed to synthesize it. The reactants are: [C:1](Br)(=[O:17])[CH2:2][CH2:3][CH2:4][CH2:5][CH2:6][CH2:7][CH2:8][CH2:9][CH2:10][CH2:11][CH2:12][CH2:13][CH2:14][CH2:15][CH3:16].[NH2:19][C@H:20]([C:22]([OH:24])=[O:23])[CH3:21].N1C=CC=CC=1.[C:31](=[O:33])=[O:32]. (9) Given the product [CH3:41][N:42]([CH3:47])[CH2:43][C:44]([O:33][C@@H:31]([CH3:32])[CH2:30][N:27]1[C:28]([CH3:29])=[C:24]([C:22](=[O:23])[NH:21][C:4]2[CH:5]=[CH:6][C:7]([O:8][C:9]3[C:18]4[C:13](=[CH:14][C:15]([O:19][CH3:20])=[CH:16][CH:17]=4)[N:12]=[CH:11][CH:10]=3)=[C:2]([F:1])[CH:3]=2)[C:25](=[O:40])[N:26]1[C:34]1[CH:35]=[CH:36][CH:37]=[CH:38][CH:39]=1)=[O:45], predict the reactants needed to synthesize it. The reactants are: [F:1][C:2]1[CH:3]=[C:4]([NH:21][C:22]([C:24]2[C:25](=[O:40])[N:26]([C:34]3[CH:39]=[CH:38][CH:37]=[CH:36][CH:35]=3)[N:27]([CH2:30][CH:31]([OH:33])[CH3:32])[C:28]=2[CH3:29])=[O:23])[CH:5]=[CH:6][C:7]=1[O:8][C:9]1[C:18]2[C:13](=[CH:14][C:15]([O:19][CH3:20])=[CH:16][CH:17]=2)[N:12]=[CH:11][CH:10]=1.[CH3:41][N:42]([CH3:47])[CH2:43][C:44](O)=[O:45].C(Cl)CCl. (10) Given the product [N:12]1([CH2:17][CH2:18][NH:19][C:20]([C:22]2[C:26]([CH3:27])=[C:25]([CH:28]=[C:5]3[C:4]4[C:8](=[CH:9][CH:10]=[C:2]([Cl:1])[CH:3]=4)[NH:7][C:6]3=[O:11])[NH:24][C:23]=2[CH3:30])=[O:21])[CH2:16][CH2:15][CH2:14][CH2:13]1, predict the reactants needed to synthesize it. The reactants are: [Cl:1][C:2]1[CH:3]=[C:4]2[C:8](=[CH:9][CH:10]=1)[NH:7][C:6](=[O:11])[CH2:5]2.[N:12]1([CH2:17][CH2:18][NH:19][C:20]([C:22]2[C:26]([CH3:27])=[C:25]([CH:28]=O)[NH:24][C:23]=2[CH3:30])=[O:21])[CH2:16][CH2:15][CH2:14][CH2:13]1.